This data is from Catalyst prediction with 721,799 reactions and 888 catalyst types from USPTO. The task is: Predict which catalyst facilitates the given reaction. (1) Reactant: C([O:8][C:9]1[CH:18]=[C:17]2[C:12]([C:13]([Cl:19])=[CH:14][CH:15]=[N:16]2)=[CH:11][C:10]=1[O:20][CH3:21])C1C=CC=CC=1.CS(O)(=O)=O. Product: [Cl:19][C:13]1[C:12]2[C:17](=[CH:18][C:9]([OH:8])=[C:10]([O:20][CH3:21])[CH:11]=2)[N:16]=[CH:15][CH:14]=1. The catalyst class is: 67. (2) Reactant: [CH3:1][C:2]([NH2:11])([CH2:4][C:5]1[CH:6]=[CH:7][CH:8]=[CH:9][CH:10]=1)[CH3:3].Cl.N1C=CC=CC=1.[F:19][C:20]([F:31])([F:30])[C:21](O[C:21](=[O:22])[C:20]([F:31])([F:30])[F:19])=[O:22]. Product: [CH3:3][C:2]([NH:11][C:21](=[O:22])[C:20]([F:31])([F:30])[F:19])([CH3:1])[CH2:4][C:5]1[CH:6]=[CH:7][CH:8]=[CH:9][CH:10]=1. The catalyst class is: 2. (3) Reactant: [OH-].[Na+].[CH2:3]([C:7]1[N:8]([CH2:20][CH2:21][CH2:22][C:23]([O:25]CC)=[O:24])[C:9]2[C:18]3[N:17]=[CH:16][CH:15]=[CH:14][C:13]=3[N:12]=[CH:11][C:10]=2[N:19]=1)[CH2:4][CH2:5][CH3:6]. Product: [CH2:3]([C:7]1[N:8]([CH2:20][CH2:21][CH2:22][C:23]([OH:25])=[O:24])[C:9]2[C:18]3[N:17]=[CH:16][CH:15]=[CH:14][C:13]=3[N:12]=[CH:11][C:10]=2[N:19]=1)[CH2:4][CH2:5][CH3:6]. The catalyst class is: 8. (4) Reactant: [H-].[Na+].[NH2:3][C:4]1[CH:5]=[N:6][CH:7]=[N:8][CH:9]=1.Cl[C:11]1[CH:20]=[CH:19][C:18]2[C:13](=[C:14]([C:21]3[NH:29][C:28]4[CH2:27][CH2:26][NH:25][C:24](=[O:30])[C:23]=4[CH:22]=3)[CH:15]=[CH:16][CH:17]=2)[N:12]=1.C(O)(C(F)(F)F)=O. Product: [N:6]1[CH:5]=[C:4]([NH:3][C:11]2[CH:20]=[CH:19][C:18]3[C:13](=[C:14]([C:21]4[NH:29][C:28]5[CH2:27][CH2:26][NH:25][C:24](=[O:30])[C:23]=5[CH:22]=4)[CH:15]=[CH:16][CH:17]=3)[N:12]=2)[CH:9]=[N:8][CH:7]=1. The catalyst class is: 623. (5) Reactant: [O:1]1[CH:5]=[CH:4][CH:3]=[C:2]1[C:6]1[NH:7][C:8]2[C:13]([CH:14]=1)=[CH:12][C:11]([S:15]([CH3:18])(=[O:17])=[O:16])=[CH:10][CH:9]=2.[H-].[Na+].[F:21][C:22]1[CH:29]=[CH:28][C:25]([CH2:26]Br)=[CH:24][CH:23]=1.[Cl-].[NH4+]. Product: [O:1]1[CH:5]=[CH:4][CH:3]=[C:2]1[C:6]1[N:7]([CH2:26][C:25]2[CH:28]=[CH:29][C:22]([F:21])=[CH:23][CH:24]=2)[C:8]2[C:13]([CH:14]=1)=[CH:12][C:11]([S:15]([CH3:18])(=[O:17])=[O:16])=[CH:10][CH:9]=2. The catalyst class is: 9. (6) Product: [CH:27]([OH:29])=[O:28].[NH2:40][CH2:39][CH2:38][CH2:37][NH:1][CH2:2][C:3]1[N:4]=[N:5][N:6]([CH2:8][C@@H:9]2[C@H:12]([NH:13][C:14](=[O:30])/[C:15](=[N:22]\[O:23][C:24]3([C:27]([OH:29])=[O:28])[CH2:26][CH2:25]3)/[C:16]3[N:17]=[C:18]([NH2:21])[S:19][CH:20]=3)[C:11](=[O:31])[N:10]2[S:32]([OH:35])(=[O:34])=[O:33])[CH:7]=1. Reactant: [NH2:1][CH2:2][C:3]1[N:4]=[N:5][N:6]([CH2:8][C@@H:9]2[C@H:12]([NH:13][C:14](=[O:30])/[C:15](=[N:22]\[O:23][C:24]3([C:27]([OH:29])=[O:28])[CH2:26][CH2:25]3)/[C:16]3[N:17]=[C:18]([NH2:21])[S:19][CH:20]=3)[C:11](=[O:31])[N:10]2[S:32]([OH:35])(=[O:34])=[O:33])[CH:7]=1.Br[CH2:37][CH2:38][CH2:39][NH:40]C(=O)OC(C)(C)C.CCN(C(C)C)C(C)C. The catalyst class is: 3. (7) Reactant: [CH2:1]([O:8][C:9]1[CH:26]=[CH:25][C:12]2[C:13]3[NH:14][C:15]4[CH:16]=[CH:17][C:18]([O:23][CH3:24])=[CH:19][C:20]=4[C:21]=3[O:22][C:11]=2[CH:10]=1)[C:2]1[CH:7]=[CH:6][CH:5]=[CH:4][CH:3]=1.[H-].[Na+].Cl.Cl[CH2:31][C:32]1[CH:45]=[CH:44][C:35]([O:36][CH2:37][CH2:38][N:39]([CH2:42][CH3:43])[CH2:40][CH3:41])=[CH:34][CH:33]=1. Product: [CH2:1]([O:8][C:9]1[CH:26]=[CH:25][C:12]2[C:13]3[N:14]([CH2:31][C:32]4[CH:45]=[CH:44][C:35]([O:36][CH2:37][CH2:38][N:39]([CH2:42][CH3:43])[CH2:40][CH3:41])=[CH:34][CH:33]=4)[C:15]4[CH:16]=[CH:17][C:18]([O:23][CH3:24])=[CH:19][C:20]=4[C:21]=3[O:22][C:11]=2[CH:10]=1)[C:2]1[CH:3]=[CH:4][CH:5]=[CH:6][CH:7]=1. The catalyst class is: 3. (8) Reactant: [I:1][C:2]1[CH:7]=[CH:6][C:5]([NH:8][C:9]2[N:14]=[CH:13][CH:12]=[CH:11][N:10]=2)=[CH:4][CH:3]=1.[H-].[Na+].[CH2:17](Br)[C:18]1[CH:23]=[CH:22][CH:21]=[CH:20][CH:19]=1. Product: [CH2:17]([N:8]([C:5]1[CH:4]=[CH:3][C:2]([I:1])=[CH:7][CH:6]=1)[C:9]1[N:10]=[CH:11][CH:12]=[CH:13][N:14]=1)[C:18]1[CH:23]=[CH:22][CH:21]=[CH:20][CH:19]=1. The catalyst class is: 163. (9) Reactant: [NH:1]1[C:9]2[C:4](=[CH:5][CH:6]=[CH:7][CH:8]=2)[C:3]([CH2:10][C@H:11]2[N:28]([CH3:29])[C:27](=[O:30])[C@H:26]([CH3:31])[NH:25][C:24](=[O:32])[CH2:23][CH2:22][C:21]([CH3:33])=[CH:20][CH2:19][CH2:18][O:17][C:16](=[O:34])[CH2:15][C@H:14]([C:35]3[CH:40]=[CH:39][C:38]([O:41][Si](C(C)(C)C)(C)C)=[C:37]([Cl:49])[CH:36]=3)[NH:13][C:12]2=[O:50])=[CH:2]1.C(OCC)(=O)C. Product: [NH:1]1[C:9]2[C:4](=[CH:5][CH:6]=[CH:7][CH:8]=2)[C:3]([CH2:10][C@H:11]2[N:28]([CH3:29])[C:27](=[O:30])[C@H:26]([CH3:31])[NH:25][C:24](=[O:32])[CH2:23][CH2:22][C:21]([CH3:33])=[CH:20][CH2:19][CH2:18][O:17][C:16](=[O:34])[CH2:15][C@H:14]([C:35]3[CH:40]=[CH:39][C:38]([OH:41])=[C:37]([Cl:49])[CH:36]=3)[NH:13][C:12]2=[O:50])=[CH:2]1. The catalyst class is: 1.